Dataset: Forward reaction prediction with 1.9M reactions from USPTO patents (1976-2016). Task: Predict the product of the given reaction. (1) Given the reactants [OH:1][C:2]1[CH:10]=[C:9]2[C:5]([C:6](I)=[N:7][N:8]2[CH2:11][C:12]([O:14][C:15]([CH3:18])([CH3:17])[CH3:16])=[O:13])=[CH:4][CH:3]=1.O.[CH3:21][N:22](C=O)C, predict the reaction product. The product is: [C:21]([C:6]1[C:5]2[C:9](=[CH:10][C:2]([OH:1])=[CH:3][CH:4]=2)[N:8]([CH2:11][C:12]([O:14][C:15]([CH3:18])([CH3:17])[CH3:16])=[O:13])[N:7]=1)#[N:22]. (2) Given the reactants [I:1][C:2]1[CH:8]=[C:7]([N+:9]([O-:11])=[O:10])[CH:6]=[CH:5][C:3]=1[NH2:4].[CH3:12][S:13](Cl)(=[O:15])=[O:14].[NH4+].[Cl-], predict the reaction product. The product is: [I:1][C:2]1[CH:8]=[C:7]([N+:9]([O-:11])=[O:10])[CH:6]=[CH:5][C:3]=1[N:4]([S:13]([CH3:12])(=[O:15])=[O:14])[S:13]([CH3:12])(=[O:15])=[O:14]. (3) Given the reactants [C:1]([C:3]1[CH:8]=[CH:7][C:6]([CH:9]2[CH2:12][N:11]([C:13]([C:15]3[CH:16]=[CH:17][C:18]([CH3:41])=[C:19]([C:21]4[NH:25][C:24]([C:26]5([CH3:39])[CH2:31][CH2:30][N:29]([C:32]([O:34][C:35](C)(C)C)=[O:33])[CH2:28][CH2:27]5)=[N:23][C:22]=4[CH3:40])[CH:20]=3)=[O:14])[CH2:10]2)=[CH:5][CH:4]=1)#[N:2].C(C1C=CC(C2CN(C(C3C=CC(C)=C(C4N=C(C5CCN(C(OC(C)(C)C)=O)CC5)NC=4C)C=3)=O)C2)=CC=1)#N, predict the reaction product. The product is: [C:1]([C:3]1[CH:8]=[CH:7][C:6]([CH:9]2[CH2:10][N:11]([C:13]([C:15]3[CH:16]=[CH:17][C:18]([CH3:41])=[C:19]([C:21]4[NH:25][C:24]([C:26]5([CH3:39])[CH2:31][CH2:30][N:29]([C:32]([O:34][CH3:35])=[O:33])[CH2:28][CH2:27]5)=[N:23][C:22]=4[CH3:40])[CH:20]=3)=[O:14])[CH2:12]2)=[CH:5][CH:4]=1)#[N:2]. (4) Given the reactants [ClH:1].[F:2][C:3]([F:25])([F:24])[S:4]([NH:7][CH2:8][CH2:9][CH2:10][N:11]1[CH2:21][C:20]2[N:22]3[C:13](=[CH:14][N:15]=[C:16]3[CH:17]=[CH:18][CH:19]=2)[C:12]1=[O:23])(=[O:6])=[O:5], predict the reaction product. The product is: [ClH:1].[F:24][C:3]([F:2])([F:25])[S:4]([NH:7][CH2:8][CH2:9][CH2:10][N:11]1[CH2:21][C:20]2[N:22]3[C:13](=[CH:14][N:15]=[C:16]3[CH:17]=[CH:18][CH:19]=2)[C:12]1=[O:23])(=[O:5])=[O:6]. (5) Given the reactants [CH3:1][O:2][C:3]1[CH:11]=[C:10]2[C:6]([CH:7]=[C:8]([C:12]([OH:14])=O)[NH:9]2)=[CH:5][CH:4]=1.[F:15][C:16]1[CH:21]=[C:20]([F:22])[CH:19]=[CH:18][C:17]=1[C:23]1[CH:28]=[CH:27][CH:26]=[C:25]([NH2:29])[CH:24]=1.CN(C(ON1N=NC2C=CC=NC1=2)=[N+](C)C)C.F[P-](F)(F)(F)(F)F.CCN(C(C)C)C(C)C, predict the reaction product. The product is: [F:15][C:16]1[CH:21]=[C:20]([F:22])[CH:19]=[CH:18][C:17]=1[C:23]1[CH:28]=[CH:27][CH:26]=[C:25]([NH:29][C:12]([C:8]2[NH:9][C:10]3[C:6]([CH:7]=2)=[CH:5][CH:4]=[C:3]([O:2][CH3:1])[CH:11]=3)=[O:14])[CH:24]=1. (6) Given the reactants ClC1C=CC=C(Cl)C=1N1C=C2C(NC3C=C(C)N=C(N)N=3)=NC=CC2=N1.C(OC(=O)[NH:33][C:34]1[CH:39]=[C:38]([NH:40][C:41]2[C:46]3=[CH:47][N:48]([C:50]4[C:55]([Cl:56])=[CH:54][CH:53]=[CH:52][C:51]=4[Cl:57])[N:49]=[C:45]3[CH:44]=[CH:43][N:42]=2)[N:37]=[CH:36][N:35]=1)(C)(C)C, predict the reaction product. The product is: [Cl:56][C:55]1[CH:54]=[CH:53][CH:52]=[C:51]([Cl:57])[C:50]=1[N:48]1[CH:47]=[C:46]2[C:41]([NH:40][C:38]3[CH:39]=[C:34]([NH2:33])[N:35]=[CH:36][N:37]=3)=[N:42][CH:43]=[CH:44][C:45]2=[N:49]1.